From a dataset of Peptide-MHC class II binding affinity with 134,281 pairs from IEDB. Regression. Given a peptide amino acid sequence and an MHC pseudo amino acid sequence, predict their binding affinity value. This is MHC class II binding data. (1) The peptide sequence is AFKVAATAANAAPAM. The MHC is HLA-DPA10201-DPB11401 with pseudo-sequence HLA-DPA10201-DPB11401. The binding affinity (normalized) is 0.516. (2) The peptide sequence is TVTVFKIPKKASEGA. The MHC is DRB3_0202 with pseudo-sequence DRB3_0202. The binding affinity (normalized) is 0.188.